Dataset: Catalyst prediction with 721,799 reactions and 888 catalyst types from USPTO. Task: Predict which catalyst facilitates the given reaction. (1) Reactant: [C:1]1(=O)[CH2:6][CH2:5][CH2:4][CH2:3][CH2:2]1.Cl.[F:9][CH:10]1[CH2:15][CH2:14][NH:13][CH2:12][CH2:11]1.[C-:16]#[N:17].[K+].O. Product: [F:9][CH:10]1[CH2:15][CH2:14][N:13]([C:1]2([C:16]#[N:17])[CH2:6][CH2:5][CH2:4][CH2:3][CH2:2]2)[CH2:12][CH2:11]1. The catalyst class is: 14. (2) Reactant: [Cl:1][C:2]1[CH:7]=[CH:6][C:5]([NH:8][C:9](=[O:14])[C:10]([CH3:13])([CH3:12])[CH3:11])=[CH:4][CH:3]=1.[Li]CCCC.CCCCCC.[N:26]1[CH:31]=[CH:30][CH:29]=[C:28]([CH:32]=[O:33])[CH:27]=1. Product: [Cl:1][C:2]1[CH:3]=[CH:4][C:5]([NH:8][C:9](=[O:14])[C:10]([CH3:11])([CH3:13])[CH3:12])=[C:6]([CH:32]([OH:33])[C:28]2[CH:27]=[N:26][CH:31]=[CH:30][CH:29]=2)[CH:7]=1. The catalyst class is: 1. (3) Reactant: [C:1]1([C:8]2[CH:13]=[CH:12][CH:11]=[CH:10][CH:9]=2)[CH:6]=[CH:5][CH:4]=[C:3](N)[CH:2]=1.Cl.N([O-])=O.[Na+].[O:19]([CH2:23][CH3:24])[C:20]([S-:22])=[S:21].[K+]. Product: [C:20]([S:22][C:3]1[CH:2]=[C:1]([C:8]2[CH:13]=[CH:12][CH:11]=[CH:10][CH:9]=2)[CH:6]=[CH:5][CH:4]=1)(=[S:21])[O:19][CH2:23][CH3:24]. The catalyst class is: 6. (4) Reactant: [NH2:1][C:2]1[CH:7]=[CH:6][CH:5]=[C:4]([N+:8]([O-:10])=[O:9])[C:3]=1[OH:11].C(=O)([O-])[O-].[Na+].[Na+].[N:18]([C:21]1[C:26]([CH3:27])=[CH:25][C:24]([CH3:28])=[CH:23][C:22]=1[CH3:29])=[C:19]=[S:20]. Product: [OH:11][C:3]1[C:4]([N+:8]([O-:10])=[O:9])=[CH:5][CH:6]=[CH:7][C:2]=1[NH:1][C:19]([NH:18][C:21]1[C:22]([CH3:29])=[CH:23][C:24]([CH3:28])=[CH:25][C:26]=1[CH3:27])=[S:20]. The catalyst class is: 8. (5) Reactant: N(C(OCC)=O)=NC(OCC)=O.[O:13]1[CH2:17][CH2:16][C@@H:15]([O:18][C:19]2[C:24]3[C:25]([OH:28])=[N:26][O:27][C:23]=3[CH:22]=[CH:21][CH:20]=2)[CH2:14]1.[C:29]([O:33][C:34]([N:36]1[CH2:41][CH2:40][CH:39]([CH2:42]O)[CH2:38][CH2:37]1)=[O:35])([CH3:32])([CH3:31])[CH3:30].C1(P(C2C=CC=CC=2)C2C=CC=CC=2)C=CC=CC=1. Product: [C:29]([O:33][C:34]([N:36]1[CH2:41][CH2:40][CH:39]([CH2:42][O:28][C:25]2[C:24]3[C:19]([O:18][C@@H:15]4[CH2:16][CH2:17][O:13][CH2:14]4)=[CH:20][CH:21]=[CH:22][C:23]=3[O:27][N:26]=2)[CH2:38][CH2:37]1)=[O:35])([CH3:32])([CH3:30])[CH3:31]. The catalyst class is: 1. (6) Reactant: [NH2:1][C:2]1[CH:7]=[N:6][C:5]([Br:8])=[CH:4][N:3]=1.Br[CH2:10][C:11]([C:13]1[CH:18]=[CH:17][C:16]([Cl:19])=[CH:15][C:14]=1[Cl:20])=O.[OH-].[Na+]. Product: [Br:8][C:5]1[N:6]=[CH:7][C:2]2[N:3]([CH:10]=[C:11]([C:13]3[CH:18]=[CH:17][C:16]([Cl:19])=[CH:15][C:14]=3[Cl:20])[N:1]=2)[CH:4]=1. The catalyst class is: 8. (7) Reactant: [NH2:1][C@H:2]([C:8]([O-:10])=[O:9])[CH2:3][CH2:4][C:5]([OH:7])=[O:6].[Na+:11].[NH2:12][C@H:13]([C:18]([O-:20])=[O:19])[CH2:14][C:15]([OH:17])=[O:16].[Na+].[OH-].[Al+3].[OH-].[OH-]. Product: [NH2:1][C@H:2]([C:8]([O-:10])=[O:9])[CH2:3][CH2:4][C:5]([OH:7])=[O:6].[Na+:11].[NH2:12][C@H:13]([C:18]([O-:20])=[O:19])[CH2:14][C:15]([OH:17])=[O:16].[Na+:11]. The catalyst class is: 6. (8) Reactant: [CH3:1][O:2][C:3]1[N:8]=[CH:7][C:6]([NH:9][C:10]2[C:15]([C:16]3[N:24]=[C:23]([CH3:25])[N:22]=[C:21]4[C:17]=3[N:18]=[CH:19][N:20]4C3CCCCO3)=[CH:14][C:13]([CH:32]=[CH2:33])=[CH:12][N:11]=2)=[CH:5][CH:4]=1.FC(F)(F)C(O)=O. Product: [CH3:1][O:2][C:3]1[N:8]=[CH:7][C:6]([NH:9][C:10]2[C:15]([C:16]3[N:24]=[C:23]([CH3:25])[N:22]=[C:21]4[C:17]=3[N:18]=[CH:19][NH:20]4)=[CH:14][C:13]([CH:32]=[CH2:33])=[CH:12][N:11]=2)=[CH:5][CH:4]=1. The catalyst class is: 2. (9) Reactant: [H-].[Na+].[CH2:3]([O:10][C:11]1[CH:16]=[CH:15][C:14]([OH:17])=[CH:13][CH:12]=1)[C:4]1[CH:9]=[CH:8][CH:7]=[CH:6][CH:5]=1.[Cl:18][C:19]1[N:24]=[C:23](Cl)[CH:22]=[CH:21][N:20]=1. Product: [CH2:3]([O:10][C:11]1[CH:12]=[CH:13][C:14]([O:17][C:21]2[CH:22]=[CH:23][N:24]=[C:19]([Cl:18])[N:20]=2)=[CH:15][CH:16]=1)[C:4]1[CH:5]=[CH:6][CH:7]=[CH:8][CH:9]=1. The catalyst class is: 3.